Predict the reaction yield, written as a fraction of the theoretical maximum amount of product (1.0 means a 100% yield; for example, 0.34 means a 34% yield). From a dataset of Reaction yield outcomes from USPTO patents with 853,638 reactions. (1) The reactants are [NH2:1][C:2]1[C:11]2[C:6](=[C:7](Br)[CH:8]=[CH:9][CH:10]=2)[N:5]=[N:4][C:3]=1[C:13]([NH:15][CH:16]1[CH2:18][CH2:17]1)=[O:14].[CH3:19][O:20][C:21]1[C:26](B(O)O)=[CH:25][CH:24]=[C:23]([O:30][CH3:31])[N:22]=1. No catalyst specified. The product is [NH2:1][C:2]1[C:11]2[C:6](=[C:7]([C:26]3[C:21]([O:20][CH3:19])=[N:22][C:23]([O:30][CH3:31])=[CH:24][CH:25]=3)[CH:8]=[CH:9][CH:10]=2)[N:5]=[N:4][C:3]=1[C:13]([NH:15][CH:16]1[CH2:18][CH2:17]1)=[O:14]. The yield is 0.770. (2) The reactants are [CH2:1]([O:3][C:4]1[C:13]([NH:14][C:15](=[O:23])OC2C=CC=CC=2)=[N:12][C:11]2[C:6](=[CH:7][CH:8]=[CH:9][CH:10]=2)[N:5]=1)[CH3:2].[F:24][C:25]1[CH:26]=[C:27]([N:32]2[CH2:37][CH2:36][NH:35][CH2:34][CH2:33]2)[CH:28]=[C:29]([F:31])[CH:30]=1. The product is [CH2:1]([O:3][C:4]1[C:13]([NH:14][C:15]([N:35]2[CH2:34][CH2:33][N:32]([C:27]3[CH:26]=[C:25]([F:24])[CH:30]=[C:29]([F:31])[CH:28]=3)[CH2:37][CH2:36]2)=[O:23])=[N:12][C:11]2[C:6](=[CH:7][CH:8]=[CH:9][CH:10]=2)[N:5]=1)[CH3:2]. No catalyst specified. The yield is 0.786. (3) The reactants are [CH2:1]([NH2:8])[C:2]1[CH:7]=[CH:6][CH:5]=[CH:4][CH:3]=1.N[C:10]1[N:15]=[CH:14]N=[C:12]([O:16][C:17]2[CH:22]=[CH:21][C:20]([NH:23]C(NC(=O)CC3C=CC(F)=CC=3)=S)=[CH:19][C:18]=2[F:37])[CH:11]=1.[C:38]([O-])([O-])=O.[K+].[K+]. The catalyst is [Cu]. The product is [NH2:23][C:20]1[CH:21]=[CH:22][C:17]([O:16][C:12]2[CH:11]=[CH:10][N:15]=[C:14]([NH:8][CH2:1][C:2]3[CH:7]=[CH:6][CH:5]=[CH:4][CH:3]=3)[CH:38]=2)=[C:18]([F:37])[CH:19]=1. The yield is 0.520. (4) The reactants are Br[C:2]1[CH:7]=[C:6]([Cl:8])[N:5]([CH3:9])[C:4](=[O:10])[CH:3]=1.[CH:11]12[NH:18][CH:15]([CH2:16][CH2:17]1)[CH2:14][O:13][CH2:12]2.CCN(C(C)C)C(C)C. The catalyst is CN(C=O)C. The product is [CH:15]12[N:18]([C:2]3[CH:7]=[C:6]([Cl:8])[N:5]([CH3:9])[C:4](=[O:10])[CH:3]=3)[CH:11]([CH2:17][CH2:16]1)[CH2:12][O:13][CH2:14]2. The yield is 0.140. (5) The reactants are [F:1][C:2]1[CH:7]=[CH:6][CH:5]=[CH:4][C:3]=1[S:8]([C:11]1[N:12]=[N:13][C:14]([O:17]C)=[CH:15][CH:16]=1)(=[O:10])=[O:9].Cl.[OH-].[Na+]. The catalyst is O. The product is [F:1][C:2]1[CH:7]=[CH:6][CH:5]=[CH:4][C:3]=1[S:8]([C:11]1[CH:16]=[CH:15][C:14](=[O:17])[NH:13][N:12]=1)(=[O:9])=[O:10]. The yield is 0.450. (6) The reactants are [CH3:1][C:2]1[C:16](=[O:17])[N:15]=[C:14]2[N:4]([C@@H:5]3[O:9][C@H:8]([CH2:10][OH:11])[C@@H:7]([OH:12])[C@@H:6]3[O:13]2)[CH:3]=1.[CH3:18][O:19][CH2:20][CH2:21][O:22]B([O:22][CH2:21][CH2:20][O:19][CH3:18])[O:22][CH2:21][CH2:20][O:19][CH3:18]. The catalyst is COCCO. The product is [CH3:18][O:19][CH2:20][CH2:21][O:22][C@@H:6]1[C@H:7]([OH:12])[C@@H:8]([CH2:10][OH:11])[O:9][C@H:5]1[N:4]1[CH:3]=[C:2]([CH3:1])[C:16](=[O:17])[NH:15][C:14]1=[O:13]. The yield is 0.630.